Dataset: Full USPTO retrosynthesis dataset with 1.9M reactions from patents (1976-2016). Task: Predict the reactants needed to synthesize the given product. (1) The reactants are: [CH2:1]([O:3][C:4]1[N:9]=[CH:8][C:7]([CH2:10][N:11]2[CH:15]=[C:14]([C:16]([OH:18])=O)[C:13]([NH:19][C:20](=[O:24])[CH2:21][O:22][CH3:23])=[N:12]2)=[CH:6][CH:5]=1)[CH3:2].[ClH:25].Cl.[NH2:27][CH2:28][C:29]1[CH:30]=[C:31]2[C:36](=[CH:37][CH:38]=1)[C:35]([NH2:39])=[N:34][CH:33]=[CH:32]2.CN(C(ON1N=NC2C=CC=NC1=2)=[N+](C)C)C.F[P-](F)(F)(F)(F)F.C(N(CC)CC)C. Given the product [ClH:25].[NH2:39][C:35]1[C:36]2[C:31](=[CH:30][C:29]([CH2:28][NH:27][C:16]([C:14]3[C:13]([NH:19][C:20](=[O:24])[CH2:21][O:22][CH3:23])=[N:12][N:11]([CH2:10][C:7]4[CH:8]=[N:9][C:4]([O:3][CH2:1][CH3:2])=[CH:5][CH:6]=4)[CH:15]=3)=[O:18])=[CH:38][CH:37]=2)[CH:32]=[CH:33][N:34]=1, predict the reactants needed to synthesize it. (2) Given the product [C:14]([C:13]1[N:19]([CH2:20][CH2:21][O:22][C:23]([F:26])([F:25])[F:24])[C:9]2[CH:8]=[CH:7][C:6]([S:3]([CH2:1][CH3:2])(=[O:5])=[O:4])=[CH:11][C:10]=2[N:12]=1)([CH3:17])([CH3:16])[CH3:15], predict the reactants needed to synthesize it. The reactants are: [CH2:1]([S:3]([C:6]1[CH:7]=[CH:8][C:9]([NH:19][CH2:20][CH2:21][O:22][C:23]([F:26])([F:25])[F:24])=[C:10]([NH:12][C:13](=O)[C:14]([CH3:17])([CH3:16])[CH3:15])[CH:11]=1)(=[O:5])=[O:4])[CH3:2]. (3) The reactants are: [Cl:1][C:2]1[CH:10]=[C:9]2[C:5]([C:6]([C:20]#[N:21])=[C:7]([C:12]3[CH:13]=[N:14][CH:15]=[C:16]([CH:18]=O)[CH:17]=3)[N:8]2[CH3:11])=[CH:4][CH:3]=1.[F:22][C:23]1[CH:28]=[CH:27][C:26]([S:29]([NH2:32])(=[O:31])=[O:30])=[CH:25][CH:24]=1. Given the product [Cl:1][C:2]1[CH:10]=[C:9]2[C:5]([C:6]([C:20]#[N:21])=[C:7]([C:12]3[CH:17]=[C:16]([CH2:18][NH:32][S:29]([C:26]4[CH:25]=[CH:24][C:23]([F:22])=[CH:28][CH:27]=4)(=[O:31])=[O:30])[CH:15]=[N:14][CH:13]=3)[N:8]2[CH3:11])=[CH:4][CH:3]=1, predict the reactants needed to synthesize it. (4) Given the product [CH2:14]([N:11]1[CH2:10][CH:9]2[CH:13]([C:8]2([C:6]2[CH:5]=[CH:4][C:3]3[NH:21][C:24]([C:23]([F:28])([F:27])[F:22])=[N:1][C:2]=3[CH:7]=2)[CH3:20])[CH2:12]1)[CH2:15][CH2:16][CH2:17][CH2:18][CH3:19], predict the reactants needed to synthesize it. The reactants are: [NH2:1][C:2]1[CH:7]=[C:6]([C:8]2([CH3:20])[CH:13]3[CH:9]2[CH2:10][N:11]([CH2:14][CH2:15][CH2:16][CH2:17][CH2:18][CH3:19])[CH2:12]3)[CH:5]=[CH:4][C:3]=1[NH2:21].[F:22][C:23]([F:28])([F:27])[C:24](O)=O. (5) Given the product [C:21]([O:20][C:18](=[O:19])[N:16]([C@@H:13]1[CH2:14][CH2:15][C@H:11]([NH2:10])[CH2:12]1)[CH3:17])([CH3:24])([CH3:22])[CH3:23], predict the reactants needed to synthesize it. The reactants are: C(OC(=O)[NH:10][C@H:11]1[CH2:15][CH2:14][C@@H:13]([N:16]([C:18]([O:20][C:21]([CH3:24])([CH3:23])[CH3:22])=[O:19])[CH3:17])[CH2:12]1)C1C=CC=CC=1. (6) Given the product [C:22]1([C:26]2[CH:31]=[CH:30][CH:29]=[CH:28][CH:27]=2)[CH:23]=[CH:24][CH:25]=[C:20]([N:10]2[C:11]3[N:18]=[CH:17][C:16]([F:19])=[CH:15][C:12]=3[C:13](=[O:14])[N:8]([C@H:5]3[CH2:6][CH2:7][C@@H:2]([NH:1][CH2:40][CH2:39][OH:38])[CH2:3][CH2:4]3)[C:9]2=[O:32])[CH:21]=1, predict the reactants needed to synthesize it. The reactants are: [NH2:1][C@@H:2]1[CH2:7][CH2:6][C@H:5]([N:8]2[C:13](=[O:14])[C:12]3[CH:15]=[C:16]([F:19])[CH:17]=[N:18][C:11]=3[N:10]([C:20]3[CH:21]=[C:22]([C:26]4[CH:31]=[CH:30][CH:29]=[CH:28][CH:27]=4)[CH:23]=[CH:24][CH:25]=3)[C:9]2=[O:32])[CH2:4][CH2:3]1.CC([Si](C)(C)[O:38][CH2:39][CH:40]=O)(C)C.C(O[BH-](OC(=O)C)OC(=O)C)(=O)C.[Na+].